From a dataset of Peptide-MHC class II binding affinity with 134,281 pairs from IEDB. Regression. Given a peptide amino acid sequence and an MHC pseudo amino acid sequence, predict their binding affinity value. This is MHC class II binding data. (1) The peptide sequence is ADEEQQQALSSQMGF. The MHC is DRB1_0901 with pseudo-sequence DRB1_0901. The binding affinity (normalized) is 0.174. (2) The peptide sequence is QAATAGTTVYGAFAA. The MHC is HLA-DQA10102-DQB10602 with pseudo-sequence HLA-DQA10102-DQB10602. The binding affinity (normalized) is 0.870. (3) The peptide sequence is GSLKTALTGAMRVTK. The MHC is HLA-DQA10303-DQB10402 with pseudo-sequence HLA-DQA10303-DQB10402. The binding affinity (normalized) is 0.324. (4) The peptide sequence is NASHCNEMSWIQSIP. The MHC is DRB1_0405 with pseudo-sequence DRB1_0405. The binding affinity (normalized) is 0.169. (5) The peptide sequence is FTVFEAAFNNAIKAG. The MHC is HLA-DQA10501-DQB10301 with pseudo-sequence HLA-DQA10501-DQB10301. The binding affinity (normalized) is 0.731. (6) The peptide sequence is FLQRSVSTVCSRISR. The MHC is HLA-DQA10601-DQB10402 with pseudo-sequence HLA-DQA10601-DQB10402. The binding affinity (normalized) is 0.664. (7) The peptide sequence is RNVFDEVIPTAFKIG. The MHC is DRB1_0701 with pseudo-sequence DRB1_0701. The binding affinity (normalized) is 0.750.